From a dataset of Full USPTO retrosynthesis dataset with 1.9M reactions from patents (1976-2016). Predict the reactants needed to synthesize the given product. (1) Given the product [O:33]1[CH:37]=[CH:36][CH:35]=[C:34]1[CH2:38][CH2:39][C:40]([O:42][CH2:43][CH3:44])=[O:41], predict the reactants needed to synthesize it. The reactants are: C1(P(C2C=CC=CC=2)(C2C=CC=CC=2)=CC(OCC)=O)C=CC=CC=1.O1C=CC=C1C=O.[O:33]1[CH:37]=[CH:36][CH:35]=[C:34]1/[CH:38]=[CH:39]/[C:40]([O:42][CH2:43][CH3:44])=[O:41]. (2) The reactants are: [Cl:1][C:2]1[CH:3]=[C:4]2[C:8](=[CH:9][CH:10]=1)[NH:7][C:6](=[O:11])[C:5]2([N:20]1[CH2:25][CH2:24][CH2:23][CH2:22][C@H:21]1[C:26]([N:28]([CH3:30])[CH3:29])=[O:27])[C:12]1[CH:17]=[CH:16][CH:15]=[CH:14][C:13]=1[O:18][CH3:19].[F:31][C:32]([F:52])([F:51])[CH2:33][O:34][C:35]1[CH:40]=[CH:39][C:38]([O:41][CH2:42][C:43]([F:46])([F:45])[F:44])=[CH:37][C:36]=1[S:47](Cl)(=[O:49])=[O:48]. Given the product [F:52][C:32]([F:31])([F:51])[CH2:33][O:34][C:35]1[CH:40]=[CH:39][C:38]([O:41][CH2:42][C:43]([F:44])([F:45])[F:46])=[CH:37][C:36]=1[S:47]([N:7]1[C:8]2[C:4](=[CH:3][C:2]([Cl:1])=[CH:10][CH:9]=2)[C:5]([N:20]2[CH2:25][CH2:24][CH2:23][CH2:22][C@H:21]2[C:26]([N:28]([CH3:29])[CH3:30])=[O:27])([C:12]2[CH:17]=[CH:16][CH:15]=[CH:14][C:13]=2[O:18][CH3:19])[C:6]1=[O:11])(=[O:49])=[O:48], predict the reactants needed to synthesize it.